The task is: Predict the reaction yield, written as a fraction of the theoretical maximum amount of product (1.0 means a 100% yield; for example, 0.34 means a 34% yield).. This data is from Reaction yield outcomes from USPTO patents with 853,638 reactions. The reactants are [Br:1][C:2]1[N:3]=[C:4]([C:10]([F:13])([F:12])[F:11])[S:5][C:6]=1[C:7](=O)[CH3:8].[NH2:14][C:15]1[CH:20]=[C:19]([C:21]([F:24])([F:23])[F:22])[CH:18]=[CH:17][N:16]=1.N1C2C(=CC=C3C=2N=CC=C3)C=CC=1. The catalyst is C1C(Cl)=CC=C(Cl)C=1.CC([O-])=O.CC([O-])=O.[Cu+2].O.[Zn+2].[I-].[I-]. The product is [Br:1][C:2]1[N:3]=[C:4]([C:10]([F:13])([F:12])[F:11])[S:5][C:6]=1[C:7]1[N:14]=[C:15]2[CH:20]=[C:19]([C:21]([F:23])([F:22])[F:24])[CH:18]=[CH:17][N:16]2[CH:8]=1. The yield is 0.360.